Task: Predict the product of the given reaction.. Dataset: Forward reaction prediction with 1.9M reactions from USPTO patents (1976-2016) (1) Given the reactants [CH2:1]([O:3][CH2:4][CH2:5][N:6]1[CH2:11][CH2:10][NH:9][CH2:8][CH2:7]1)[CH3:2].Br[CH2:13][C:14]#[N:15], predict the reaction product. The product is: [CH2:1]([O:3][CH2:4][CH2:5][N:6]1[CH2:7][CH2:8][N:9]([CH2:13][C:14]#[N:15])[CH2:10][CH2:11]1)[CH3:2]. (2) Given the reactants Br[C:2]1[CH:3]=[C:4]([S:8][CH:9]([CH3:13])[C:10]([NH2:12])=[O:11])[CH:5]=[CH:6][CH:7]=1.CNC.[C:17]([C:20]1[CH:25]=[CH:24][C:23](B(O)O)=[CH:22][CH:21]=1)([OH:19])=[O:18].C(=O)([O-])[O-].[K+].[K+], predict the reaction product. The product is: [C:10]([CH:9]([S:8][C:4]1[CH:3]=[C:2]([C:23]2[CH:24]=[CH:25][C:20]([C:17]([OH:19])=[O:18])=[CH:21][CH:22]=2)[CH:7]=[CH:6][CH:5]=1)[CH3:13])(=[O:11])[NH2:12]. (3) Given the reactants [NH:1]1[CH2:6][CH2:5][O:4][CH2:3][CH2:2]1.C([N:9]([CH2:12][CH3:13])CC)C.[S:14](Cl)(Cl)(=[O:16])=[O:15].[Cl:19][C:20]1[CH:25]=[CH:24][C:23]([S:26]([C:29]2([C:47]3[CH:52]=[C:51]([F:53])[CH:50]=[CH:49][C:48]=3[F:54])[CH2:34]CC(CS(N3CCC[C@@H]3C(O)=O)(=O)=O)[CH2:31][CH2:30]2)(=[O:28])=[O:27])=[CH:22][CH:21]=1.CCN(C(C)C)C(C)C, predict the reaction product. The product is: [Cl:19][C:20]1[CH:25]=[CH:24][C:23]([S:26]([C:29]2([C:47]3[CH:52]=[C:51]([F:53])[CH:50]=[CH:49][C:48]=3[F:54])[CH2:34][CH2:13][CH:12]([NH:9][S:14]([N:1]3[CH2:6][CH2:5][O:4][CH2:3][CH2:2]3)(=[O:16])=[O:15])[CH2:31][CH2:30]2)(=[O:28])=[O:27])=[CH:22][CH:21]=1. (4) Given the reactants C(O)C.[NH2:4][C:5]([CH2:10][CH2:11][C:12]1[CH:17]=[CH:16][C:15]([S:18][C:19]2[CH:24]=[CH:23][CH:22]=[C:21]([O:25][CH2:26][C:27]3[CH:32]=[CH:31][CH:30]=[CH:29][CH:28]=3)[CH:20]=2)=[CH:14][C:13]=1[Cl:33])([CH2:8][OH:9])[CH2:6][OH:7].Cl, predict the reaction product. The product is: [ClH:33].[NH2:4][C:5]([CH2:10][CH2:11][C:12]1[CH:17]=[CH:16][C:15]([S:18][C:19]2[CH:24]=[CH:23][CH:22]=[C:21]([O:25][CH2:26][C:27]3[CH:32]=[CH:31][CH:30]=[CH:29][CH:28]=3)[CH:20]=2)=[CH:14][C:13]=1[Cl:33])([CH2:8][OH:9])[CH2:6][OH:7]. (5) Given the reactants Cl.[N:2]1[C:11]2[C:6](=[CH:7][CH:8]=[CH:9][CH:10]=2)[CH:5]=[CH:4][C:3]=1[CH2:12][CH:13]1[CH2:17][CH2:16][CH2:15][CH:14]1[NH2:18].CCN(C(C)C)C(C)C.CN(C(ON1N=NC2C=CC=CC1=2)=[N+](C)C)C.[B-](F)(F)(F)F.[CH2:50]([O:52][C:53]1[CH:61]=[CH:60][C:59]([CH3:62])=[CH:58][C:54]=1[C:55](O)=[O:56])[CH3:51], predict the reaction product. The product is: [CH2:50]([O:52][C:53]1[CH:61]=[CH:60][C:59]([CH3:62])=[CH:58][C:54]=1[C:55]([NH:18][CH:14]1[CH2:15][CH2:16][CH2:17][CH:13]1[CH2:12][C:3]1[CH:4]=[CH:5][C:6]2[C:11](=[CH:10][CH:9]=[CH:8][CH:7]=2)[N:2]=1)=[O:56])[CH3:51]. (6) Given the reactants [I:1][C:2]1[CH:23]=[CH:22][C:5]([O:6][C:7]2[CH:12]=[CH:11][C:10]([CH:13]3[C:18](=[O:19])[NH:17][C:16](=[O:20])[NH:15][C:14]3=[O:21])=[CH:9][CH:8]=2)=[CH:4][CH:3]=1.[Br:24]N1C(=O)CCC1=O.C(OOC(=O)C1C=CC=CC=1)(=O)C1C=CC=CC=1, predict the reaction product. The product is: [Br:24][C:13]1([C:10]2[CH:9]=[CH:8][C:7]([O:6][C:5]3[CH:22]=[CH:23][C:2]([I:1])=[CH:3][CH:4]=3)=[CH:12][CH:11]=2)[C:14](=[O:21])[NH:15][C:16](=[O:20])[NH:17][C:18]1=[O:19].